Dataset: Catalyst prediction with 721,799 reactions and 888 catalyst types from USPTO. Task: Predict which catalyst facilitates the given reaction. (1) Reactant: [CH3:1][O:2][C:3]1[C:4]([O:23][CH3:24])=[CH:5][C:6]2[CH2:7][CH:8]3[CH2:22][NH:21][CH2:20][CH2:19][N:9]3[CH:10]([C:13]3[CH:18]=[CH:17][CH:16]=[CH:15][CH:14]=3)[C:11]=2[CH:12]=1.Cl[CH2:26][S:27][CH3:28].C(N(CC)CC)C. Product: [CH3:1][O:2][C:3]1[C:4]([O:23][CH3:24])=[CH:5][C:6]2[CH2:7][CH:8]3[CH2:22][N:21]([CH2:26][S:27][CH3:28])[CH2:20][CH2:19][N:9]3[CH:10]([C:13]3[CH:18]=[CH:17][CH:16]=[CH:15][CH:14]=3)[C:11]=2[CH:12]=1. The catalyst class is: 172. (2) Reactant: [N+:1]([C:4]1[CH:19]=[CH:18][C:7]([C:8]([NH:10][CH2:11][C:12]2[CH:17]=[CH:16][N:15]=[CH:14][CH:13]=2)=[O:9])=[CH:6][CH:5]=1)([O-:3])=[O:2].N1C=CC=CC=1.[F:26][C:27]([F:38])([F:37])[C:28](O[C:28](=O)[C:27]([F:38])([F:37])[F:26])=O.C(=O)(O)[O-].[Na+]. Product: [N+:1]([C:4]1[CH:19]=[CH:18][C:7]([C:8]2[O:9][C:28]([C:27]([F:38])([F:37])[F:26])=[C:11]([C:12]3[CH:13]=[CH:14][N:15]=[CH:16][CH:17]=3)[N:10]=2)=[CH:6][CH:5]=1)([O-:3])=[O:2]. The catalyst class is: 133. (3) Reactant: Cl[C:2]1[C:11]2=[N:12][N:13](CC3C=CC(OC)=CC=3)[C:14]([C:15]([F:18])([F:17])[F:16])=[C:10]2[C:9]2[CH:8]=[CH:7][CH:6]=[CH:5][C:4]=2[N:3]=1.[NH:28]1[C:36]2[C:31](=[CH:32][CH:33]=[C:34]([NH2:37])[CH:35]=2)[CH:30]=[N:29]1.Cl. Product: [NH:28]1[C:36]2[C:31](=[CH:32][CH:33]=[C:34]([NH:37][C:2]3[C:11]4=[N:12][NH:13][C:14]([C:15]([F:17])([F:18])[F:16])=[C:10]4[C:9]4[CH:8]=[CH:7][CH:6]=[CH:5][C:4]=4[N:3]=3)[CH:35]=2)[CH:30]=[N:29]1. The catalyst class is: 71. (4) The catalyst class is: 1. Reactant: Cl[C:2]1[N:7]2[N:8]=[C:9]([C:18]3[CH:23]=[CH:22][CH:21]=[CH:20][C:19]=3[Cl:24])[C:10]([C:11]3[CH:16]=[CH:15][C:14]([Cl:17])=[CH:13][CH:12]=3)=[C:6]2[N:5]=[C:4]([CH3:25])[CH:3]=1.[H-].[Na+].[CH:28]([OH:31])([CH3:30])[CH3:29]. Product: [Cl:17][C:14]1[CH:13]=[CH:12][C:11]([C:10]2[C:9]([C:18]3[CH:23]=[CH:22][CH:21]=[CH:20][C:19]=3[Cl:24])=[N:8][N:7]3[C:2]([O:31][CH:28]([CH3:30])[CH3:29])=[CH:3][C:4]([CH3:25])=[N:5][C:6]=23)=[CH:16][CH:15]=1.